This data is from Reaction yield outcomes from USPTO patents with 853,638 reactions. The task is: Predict the reaction yield, written as a fraction of the theoretical maximum amount of product (1.0 means a 100% yield; for example, 0.34 means a 34% yield). (1) The reactants are Cl[CH:2](Cl)[C:3](=O)[CH3:4].[CH:7]1([CH:13]=O)[CH2:12][CH2:11][CH2:10][CH2:9][CH2:8]1.CC([O-])(C)C.[K+].[C:21]([CH2:23][C:24]([NH2:26])=[O:25])#[N:22]. The catalyst is C1COCC1. The product is [CH:7]1([C:13]2[CH:2]=[C:3]([CH3:4])[NH:26][C:24](=[O:25])[C:23]=2[C:21]#[N:22])[CH2:8][CH2:9][CH2:10][CH2:11][CH2:12]1. The yield is 0.320. (2) The reactants are [CH:1]1([S:4]([C:7]2[CH:12]=[CH:11][C:10]([CH:13]([C:21]3[NH:25][C:24]([C:26]4[N:31]=[CH:30][C:29]([CH:32]=[O:33])=[CH:28][CH:27]=4)=[CH:23][CH:22]=3)[CH2:14][CH:15]3[CH2:20][CH2:19][O:18][CH2:17][CH2:16]3)=[CH:9][CH:8]=2)(=[O:6])=[O:5])[CH2:3][CH2:2]1.[C:34](O[C:34]([O:36][C:37]([CH3:40])([CH3:39])[CH3:38])=[O:35])([O:36][C:37]([CH3:40])([CH3:39])[CH3:38])=[O:35]. The catalyst is C(#N)C.CN(C)C1C=CN=CC=1. The product is [CH:1]1([S:4]([C:7]2[CH:8]=[CH:9][C:10]([CH:13]([C:21]3[N:25]([C:34]([O:36][C:37]([CH3:40])([CH3:39])[CH3:38])=[O:35])[C:24]([C:26]4[CH:27]=[CH:28][C:29]([CH:32]=[O:33])=[CH:30][N:31]=4)=[CH:23][CH:22]=3)[CH2:14][CH:15]3[CH2:16][CH2:17][O:18][CH2:19][CH2:20]3)=[CH:11][CH:12]=2)(=[O:6])=[O:5])[CH2:3][CH2:2]1. The yield is 0.720. (3) The reactants are [NH2:1][C:2]1[CH:3]=[C:4]([NH:9][C:10]([NH:12][C:13]2[CH:18]=[CH:17][CH:16]=[CH:15][CH:14]=2)=[O:11])[CH:5]=[CH:6][C:7]=1[CH3:8].C(N(CC)CC)C.[C:26]1([CH3:36])[CH:31]=[CH:30][C:29]([S:32](Cl)(=[O:34])=[O:33])=[CH:28][CH:27]=1. The catalyst is C(OCC)(=O)C. The product is [CH3:36][C:26]1[CH:31]=[CH:30][C:29]([S:32]([NH:1][C:2]2[CH:3]=[C:4]([NH:9][C:10]([NH:12][C:13]3[CH:18]=[CH:17][CH:16]=[CH:15][CH:14]=3)=[O:11])[CH:5]=[CH:6][C:7]=2[CH3:8])(=[O:34])=[O:33])=[CH:28][CH:27]=1. The yield is 0.530. (4) The reactants are [H-].[Na+].[C:3](=[O:8])([O:6][CH3:7])OC.[CH3:9][O:10][C:11]1[CH:20]=[C:19]2[C:14]([CH2:15][CH2:16][CH2:17][C:18]2=[O:21])=[CH:13][CH:12]=1. The catalyst is O1CCCC1. The product is [CH3:9][O:10][C:11]1[CH:20]=[C:19]2[C:14]([CH2:15][CH2:16][CH:17]([C:3]([O:6][CH3:7])=[O:8])[C:18]2=[O:21])=[CH:13][CH:12]=1. The yield is 0.950. (5) The reactants are [H-].[Na+].[CH3:3][C:4]1[NH:5][C:6]([CH3:26])=[CH:7][C:8]=1[C:9]1[CH:14]=[CH:13][CH:12]=[C:11]([C:15]2[C:24]3[CH2:23][CH2:22][CH2:21][CH2:20][C:19]=3[C:18]([OH:25])=[CH:17][CH:16]=2)[N:10]=1.[CH2:27]([N:29]([CH2:32][CH2:33][O:34][CH2:35][CH2:36]Cl)[CH2:30][CH3:31])[CH3:28].[Cl-].[OH-].[Na+]. The catalyst is CN(C)C=O. The product is [CH3:3][C:4]1[NH:5][C:6]([CH3:26])=[CH:7][C:8]=1[C:9]1[CH:14]=[CH:13][CH:12]=[C:11]([C:15]2[C:24]3[CH2:23][CH2:22][CH2:21][CH2:20][C:19]=3[C:18]([O:25][CH2:36][CH2:35][O:34][CH2:33][CH2:32][N:29]([CH2:30][CH3:31])[CH2:27][CH3:28])=[CH:17][CH:16]=2)[N:10]=1. The yield is 0.300. (6) The reactants are [CH3:1][C:2]([CH3:36])([CH3:35])[CH2:3][C:4]([NH:6][C:7]1[C:8]([CH3:34])=[C:9]([CH3:33])[C:10]2[O:14][CH2:13][CH:12]([C:15]3[CH:16]=[CH:17][C:18]([CH:28]([CH3:30])[CH3:29])=[C:19]([CH:27]=3)[O:20][CH2:21][C:22](OCC)=[O:23])[C:11]=2[C:31]=1[CH3:32])=[O:5].[Li].O. The catalyst is C1COCC1. The product is [OH:23][CH2:22][CH2:21][O:20][C:19]1[CH:27]=[C:15]([CH:12]2[C:11]3[C:31]([CH3:32])=[C:7]([NH:6][C:4](=[O:5])[CH2:3][C:2]([CH3:36])([CH3:35])[CH3:1])[C:8]([CH3:34])=[C:9]([CH3:33])[C:10]=3[O:14][CH2:13]2)[CH:16]=[CH:17][C:18]=1[CH:28]([CH3:29])[CH3:30]. The yield is 0.710. (7) The reactants are [Li]CCCC.[S:6]([N:16]1[C:24]2[C:19](=[CH:20][CH:21]=[CH:22][N:23]=2)[CH:18]=[CH:17]1)([C:9]1[CH:15]=[CH:14][C:12]([CH3:13])=[CH:11][CH:10]=1)(=[O:8])=[O:7].[Sn:25](Cl)([CH2:34][CH2:35][CH2:36][CH3:37])([CH2:30][CH2:31][CH2:32][CH3:33])[CH2:26][CH2:27][CH2:28][CH3:29].O. The catalyst is C1COCC1.CCN(CC)CC.C(Cl)Cl. The product is [C:12]1([CH3:13])[CH:11]=[CH:10][C:9]([S:6]([N:16]2[C:24]3=[N:23][CH:22]=[CH:21][CH:20]=[C:19]3[CH:18]=[C:17]2[Sn:25]([CH2:30][CH2:31][CH2:32][CH3:33])([CH2:34][CH2:35][CH2:36][CH3:37])[CH2:26][CH2:27][CH2:28][CH3:29])(=[O:8])=[O:7])=[CH:15][CH:14]=1. The yield is 0.600. (8) The reactants are [BH4-].[Na+].[C:3]([C:7]1[CH:8]=[C:9]([CH2:13][CH:14]([CH3:17])[CH:15]=[O:16])[CH:10]=[CH:11][CH:12]=1)([CH3:6])([CH3:5])[CH3:4].Cl. The catalyst is CO. The product is [C:3]([C:7]1[CH:8]=[C:9]([CH2:13][CH:14]([CH3:17])[CH2:15][OH:16])[CH:10]=[CH:11][CH:12]=1)([CH3:6])([CH3:4])[CH3:5]. The yield is 0.640. (9) The reactants are [S:1]1[CH:5]=[CH:4][CH:3]=[C:2]1[S:6]([NH:9][C:10]1[CH:11]=[CH:12][CH:13]=[C:14]2[C:18]=1[NH:17][C:16]([C:19]([OH:21])=O)=[CH:15]2)(=[O:8])=[O:7].[NH:22]1[CH2:26][CH2:25][CH2:24][CH2:23]1.N1(O)C2C=CC=CC=2N=N1.Cl.CN(C)CCCN=C=NCC. The catalyst is C(OCC)(=O)C.CN(C)C=O. The product is [N:22]1([C:19]([C:16]2[NH:17][C:18]3[C:14]([CH:15]=2)=[CH:13][CH:12]=[CH:11][C:10]=3[NH:9][S:6]([C:2]2[S:1][CH:5]=[CH:4][CH:3]=2)(=[O:7])=[O:8])=[O:21])[CH2:26][CH2:25][CH2:24][CH2:23]1. The yield is 0.900. (10) The reactants are [CH3:1][C@H:2]([NH:7][C:8]([C:10]1[C:18]2[C:13](=[N:14][CH:15]=[C:16](Br)[N:17]=2)[N:12]([CH2:20][O:21][CH2:22][CH2:23][Si:24]([CH3:27])([CH3:26])[CH3:25])[CH:11]=1)=[O:9])[C:3]([CH3:6])([CH3:5])[CH3:4].[Cl:28][C:29]1[CH:30]=[C:31]([N:35]2[CH:39]=[C:38]([Sn](CCCC)(CCCC)CCCC)[N:37]=[CH:36]2)[CH:32]=[CH:33][CH:34]=1.O.C(=O)(O)[O-].[Na+]. The catalyst is CN(C=O)C.C1C=CC([P]([Pd]([P](C2C=CC=CC=2)(C2C=CC=CC=2)C2C=CC=CC=2)([P](C2C=CC=CC=2)(C2C=CC=CC=2)C2C=CC=CC=2)[P](C2C=CC=CC=2)(C2C=CC=CC=2)C2C=CC=CC=2)(C2C=CC=CC=2)C2C=CC=CC=2)=CC=1.[Cu]I.C(OCC)(=O)C. The product is [CH3:1][C@H:2]([NH:7][C:8]([C:10]1[C:18]2[C:13](=[N:14][CH:15]=[C:16]([C:38]3[N:37]=[CH:36][N:35]([C:31]4[CH:32]=[CH:33][CH:34]=[C:29]([Cl:28])[CH:30]=4)[CH:39]=3)[N:17]=2)[N:12]([CH2:20][O:21][CH2:22][CH2:23][Si:24]([CH3:27])([CH3:26])[CH3:25])[CH:11]=1)=[O:9])[C:3]([CH3:6])([CH3:5])[CH3:4]. The yield is 0.680.